Dataset: Catalyst prediction with 721,799 reactions and 888 catalyst types from USPTO. Task: Predict which catalyst facilitates the given reaction. Reactant: [Br:1][C:2]1[CH:7]=[CH:6][C:5]([C:8]2[N:12]([C:13]3[CH:18]=[CH:17][C:16]([Cl:19])=[CH:15][C:14]=3[Cl:20])[N:11]=[C:10]([C:21](O)=[O:22])[C:9]=2[CH3:24])=[CH:4][CH:3]=1.FC(F)(F)C([O-])=O.[C:32]([C:35]1([C:41]2[CH:46]=[CH:45][CH:44]=[CH:43][CH:42]=2)[CH2:40][CH2:39][NH2+:38][CH2:37][CH2:36]1)(=[O:34])[NH2:33].F[P-](F)(F)(F)(F)F.N1(O[P+](N(C)C)(N(C)C)N(C)C)C2C=CC=CC=2N=N1.C(N(CC)CC)C. Product: [Br:1][C:2]1[CH:7]=[CH:6][C:5]([C:8]2[N:12]([C:13]3[CH:18]=[CH:17][C:16]([Cl:19])=[CH:15][C:14]=3[Cl:20])[N:11]=[C:10]([C:21]([N:38]3[CH2:37][CH2:36][C:35]([C:41]4[CH:42]=[CH:43][CH:44]=[CH:45][CH:46]=4)([C:32]([NH2:33])=[O:34])[CH2:40][CH2:39]3)=[O:22])[C:9]=2[CH3:24])=[CH:4][CH:3]=1. The catalyst class is: 7.